The task is: Predict the reactants needed to synthesize the given product.. This data is from Full USPTO retrosynthesis dataset with 1.9M reactions from patents (1976-2016). (1) Given the product [CH3:25][O:26][C:27]1[CH:32]=[CH:31][CH:30]=[CH:29][C:28]=1[C:10]1[C:9]2[C:4](=[CH:5][CH:6]=[C:7]([C:20]([O:22][CH3:23])=[O:21])[CH:8]=2)[O:3][C:2]([CH3:24])([CH3:1])[CH:11]=1, predict the reactants needed to synthesize it. The reactants are: [CH3:1][C:2]1([CH3:24])[CH:11]=[C:10](OS(C(F)(F)F)(=O)=O)[C:9]2[C:4](=[CH:5][CH:6]=[C:7]([C:20]([O:22][CH3:23])=[O:21])[CH:8]=2)[O:3]1.[CH3:25][O:26][C:27]1[CH:32]=[CH:31][CH:30]=[CH:29][C:28]=1OB(O)O.CCN(C(C)C)C(C)C. (2) Given the product [CH3:1][C:2]1[CH:6]=[CH:5][S:4][C:3]=1[CH2:7][CH:8]1[CH2:12][C:11](=[O:13])[CH:10]([C:14]2[C:15]([CH3:22])=[CH:16][C:17]([CH3:21])=[CH:18][C:19]=2[CH3:20])[C:9]1=[O:23], predict the reactants needed to synthesize it. The reactants are: [CH3:1][C:2]1[CH:6]=[CH:5][S:4][C:3]=1/[CH:7]=[C:8]1/[C:9](=[O:23])[CH:10]([C:14]2[C:19]([CH3:20])=[CH:18][C:17]([CH3:21])=[CH:16][C:15]=2[CH3:22])[C:11](=[O:13])[CH2:12]/1.[H][H]. (3) Given the product [CH3:20][N:2]([CH2:3][C:4]1[N:5]=[CH:6][C:7]([O:10][C:11]2[CH:16]=[CH:15][N:14]=[CH:13][C:12]=2[NH2:17])=[CH:8][CH:9]=1)[CH3:1], predict the reactants needed to synthesize it. The reactants are: [CH3:1][N:2]([CH3:20])[CH2:3][C:4]1[CH:9]=[CH:8][C:7]([O:10][C:11]2[CH:16]=[CH:15][N:14]=[CH:13][C:12]=2[N+:17]([O-])=O)=[CH:6][N:5]=1. (4) Given the product [Cl:17][C:18]1[C:23]([Cl:24])=[CH:22][CH:21]=[CH:20][C:19]=1[C:25]1[N:26]=[C:27]([N:30]2[CH2:35][CH2:34][N:33]([C:9]([NH:8][C:5]3[O:4][N:3]=[C:2]([CH3:1])[C:6]=3[CH3:7])=[O:16])[CH2:32][CH2:31]2)[S:28][CH:29]=1, predict the reactants needed to synthesize it. The reactants are: [CH3:1][C:2]1[C:6]([CH3:7])=[C:5]([NH:8][C:9](=[O:16])OCC(Cl)(Cl)Cl)[O:4][N:3]=1.[Cl:17][C:18]1[C:23]([Cl:24])=[CH:22][CH:21]=[CH:20][C:19]=1[C:25]1[N:26]=[C:27]([N:30]2[CH2:35][CH2:34][NH:33][CH2:32][CH2:31]2)[S:28][CH:29]=1.C(N(C(C)C)CC)(C)C.O. (5) Given the product [F:35][C:34]1[C:28]2[N:27]=[C:26]([CH2:25][CH2:24][N:21]3[CH2:20][CH2:19][NH:18][CH2:23][CH2:22]3)[NH:30][C:29]=2[CH:31]=[CH:32][CH:33]=1, predict the reactants needed to synthesize it. The reactants are: C1C2C(COC([N:18]3[CH2:23][CH2:22][N:21]([CH2:24][CH2:25][C:26]4[NH:30][C:29]5[CH:31]=[CH:32][CH:33]=[C:34]([F:35])[C:28]=5[N:27]=4)[CH2:20][CH2:19]3)=O)C3C(=CC=CC=3)C=2C=CC=1.N1CCCCC1. (6) Given the product [Br:12][C:13]1[CH:14]=[C:15]2[N:21]=[CH:20][N:19]([CH2:2][O:3][CH2:4][CH2:5][Si:6]([CH3:9])([CH3:8])[CH3:7])[C:16]2=[N:17][CH:18]=1, predict the reactants needed to synthesize it. The reactants are: Cl[CH2:2][O:3][CH2:4][CH2:5][Si:6]([CH3:9])([CH3:8])[CH3:7].[OH-].[Na+].[Br:12][C:13]1[CH:14]=[C:15]2[N:21]=[CH:20][NH:19][C:16]2=[N:17][CH:18]=1.C(OC(=O)C)C.